The task is: Predict the reaction yield, written as a fraction of the theoretical maximum amount of product (1.0 means a 100% yield; for example, 0.34 means a 34% yield).. This data is from Reaction yield outcomes from USPTO patents with 853,638 reactions. (1) The reactants are [C:12]([O:11][C:9](O[C:9]([O:11][C:12]([CH3:15])([CH3:14])[CH3:13])=[O:10])=[O:10])([CH3:15])([CH3:14])[CH3:13].[CH2:16]([O:23][C:24](=[O:37])[NH:25][C:26]1[C:35]2[CH2:34][CH:33]([NH2:36])[CH2:32][CH2:31][C:30]=2[CH:29]=[CH:28][CH:27]=1)[C:17]1[CH:22]=[CH:21][CH:20]=[CH:19][CH:18]=1.C(N(C(C)C)CC)(C)C. The catalyst is C(Cl)Cl. The product is [C:12]([O:11][C:9](=[O:10])[NH:36][CH:33]1[CH2:32][CH2:31][C:30]2[C:35](=[C:26]([NH:25][C:24]([O:23][CH2:16][C:17]3[CH:22]=[CH:21][CH:20]=[CH:19][CH:18]=3)=[O:37])[CH:27]=[CH:28][CH:29]=2)[CH2:34]1)([CH3:13])([CH3:14])[CH3:15]. The yield is 0.790. (2) The reactants are [NH2:1][CH2:2][C@H:3]1[CH2:7][C@@H:6]([NH:8][S:9]([C:12]2[CH:17]=[C:16]([Cl:18])[CH:15]=[CH:14][C:13]=2[O:19][CH3:20])(=[O:11])=[O:10])[CH2:5][N:4]1[C:21]([O:23][C:24]([CH3:27])([CH3:26])[CH3:25])=[O:22].Cl[C:29]([O:31][C:32]1[CH:37]=[CH:36][CH:35]=[CH:34][CH:33]=1)=[O:30]. The catalyst is C1COCC1.C(Cl)Cl. The product is [Cl:18][C:16]1[CH:15]=[CH:14][C:13]([O:19][CH3:20])=[C:12]([S:9]([NH:8][C@H:6]2[CH2:5][N:4]([C:21]([O:23][C:24]([CH3:27])([CH3:26])[CH3:25])=[O:22])[C@@H:3]([CH2:2][NH:1][C:29]([O:31][C:32]3[CH:37]=[CH:36][CH:35]=[CH:34][CH:33]=3)=[O:30])[CH2:7]2)(=[O:11])=[O:10])[CH:17]=1. The yield is 1.00.